From a dataset of Catalyst prediction with 721,799 reactions and 888 catalyst types from USPTO. Predict which catalyst facilitates the given reaction. (1) Product: [Cl:1][C:2]1[C:7]([C:8]([NH:21][CH2:20][CH2:19][CH2:18][N:15]2[CH2:16][CH2:17][O:12][CH2:13][CH2:14]2)=[O:9])=[C:6]([Cl:11])[N:5]=[CH:4][N:3]=1. Reactant: [Cl:1][C:2]1[C:7]([C:8](Cl)=[O:9])=[C:6]([Cl:11])[N:5]=[CH:4][N:3]=1.[O:12]1[CH2:17][CH2:16][N:15]([CH2:18][CH2:19][CH2:20][NH2:21])[CH2:14][CH2:13]1. The catalyst class is: 4. (2) Reactant: C(OC([N:8]1[C:12]2[CH:13]=[C:14]([Cl:17])[CH:15]=[CH:16][C:11]=2[NH:10][CH:9]1[CH2:18][NH2:19])=O)(C)(C)C. Product: [Cl:17][C:14]1[CH:15]=[CH:16][C:11]2[NH:10][C:9]([CH2:18][NH2:19])=[N:8][C:12]=2[CH:13]=1. The catalyst class is: 33. (3) Reactant: [Cl:1][C:2]1[CH:10]=[C:9]([NH:11][CH:12]2[CH2:17][CH2:16][CH2:15][CH:14]([OH:18])[CH2:13]2)[C:5]([C:6]([O-:8])=[O:7])=[CH:4][N:3]=1.CO.C(O)(C(F)(F)F)=O. Product: [Cl:1][C:2]1[CH:10]=[C:9]([NH:11][C@H:12]2[CH2:17][CH2:16][CH2:15][CH:14]([OH:18])[CH2:13]2)[C:5]([C:6]([OH:8])=[O:7])=[CH:4][N:3]=1. The catalyst class is: 6. (4) Reactant: [CH3:1][N:2]([CH2:4][CH2:5][O:6][CH2:7][CH2:8][N:9]([CH3:11])[CH3:10])[CH3:3].[ClH:12]. Product: [ClH:12].[ClH:12].[CH3:11][N:9]([CH2:8][CH2:7][O:6][CH2:5][CH2:4][N:2]([CH3:3])[CH3:1])[CH3:10]. The catalyst class is: 71. (5) Reactant: C(N(S(F)(F)[F:7])CC)C.[C:10]([O:14][C:15](=[O:29])[NH:16][C@H:17]([C:22]([N:24]1[CH2:27][CH:26](O)[CH2:25]1)=[O:23])[C@@H:18]([CH3:21])[CH2:19][CH3:20])([CH3:13])([CH3:12])[CH3:11]. Product: [C:10]([O:14][C:15](=[O:29])[NH:16][C@H:17]([C:22]([N:24]1[CH2:27][CH:26]([F:7])[CH2:25]1)=[O:23])[C@@H:18]([CH3:21])[CH2:19][CH3:20])([CH3:13])([CH3:12])[CH3:11]. The catalyst class is: 96.